Dataset: HIV replication inhibition screening data with 41,000+ compounds from the AIDS Antiviral Screen. Task: Binary Classification. Given a drug SMILES string, predict its activity (active/inactive) in a high-throughput screening assay against a specified biological target. The compound is COC(=O)C1=C(C)NC(CF)=C(C(=O)OC)C1c1cccc2c(=O)c3ccccc3oc12. The result is 0 (inactive).